Dataset: Reaction yield outcomes from USPTO patents with 853,638 reactions. Task: Predict the reaction yield, written as a fraction of the theoretical maximum amount of product (1.0 means a 100% yield; for example, 0.34 means a 34% yield). (1) The reactants are [NH2:1][C:2]1[N:7]2[N:8]=[CH:9][N:10]=[C:6]2[N:5]=[C:4]([CH3:11])[C:3]=1[C:12]#[C:13][CH:14]([CH:16]1[CH2:21][CH2:20][CH:19]([C:22]([O:24]C)=[O:23])[CH2:18][CH2:17]1)[OH:15].CO.[OH-].[Na+].Cl. The catalyst is O1CCCC1. The product is [NH2:1][C:2]1[N:7]2[N:8]=[CH:9][N:10]=[C:6]2[N:5]=[C:4]([CH3:11])[C:3]=1[C:12]#[C:13][CH:14]([CH:16]1[CH2:21][CH2:20][CH:19]([C:22]([OH:24])=[O:23])[CH2:18][CH2:17]1)[OH:15]. The yield is 0.400. (2) The reactants are [CH3:1][O:2][C:3]1[CH:4]=[C:5]2[C:10](=[CH:11][C:12]=1[O:13][CH3:14])[N:9]=[CH:8][CH:7]=[C:6]2[O:15][C:16]1[C:22]([CH3:23])=[CH:21][C:19]([NH2:20])=[C:18]([CH3:24])[CH:17]=1.C1(C)C=CC=CC=1.C(N(CC)CC)C.ClC(Cl)(O[C:43](=[O:49])[O:44][C:45](Cl)(Cl)Cl)Cl.[CH3:51][O:52][C:53]1[CH:54]=[C:55]([CH:61]=[CH:62][CH:63]=1)[O:56][CH2:57][CH2:58]CO. The catalyst is C(Cl)Cl. The product is [CH3:1][O:2][C:3]1[CH:4]=[C:5]2[C:10](=[CH:11][C:12]=1[O:13][CH3:14])[N:9]=[CH:8][CH:7]=[C:6]2[O:15][C:16]1[C:22]([CH3:23])=[CH:21][C:19]([NH:20][C:43](=[O:49])[O:44][CH2:45][CH2:58][CH2:57][O:56][C:55]2[CH:61]=[CH:62][CH:63]=[C:53]([O:52][CH3:51])[CH:54]=2)=[C:18]([CH3:24])[CH:17]=1. The yield is 0.720. (3) The reactants are [CH2:1]([O:8][C:9]1[C:14]([C:15]#[N:16])=[C:13](Br)[N:12]=[CH:11][CH:10]=1)[C:2]1[CH:7]=[CH:6][CH:5]=[CH:4][CH:3]=1.O.[NH2:19][NH2:20]. The catalyst is C1COCC1. The product is [CH2:1]([O:8][C:9]1[C:14]([C:15]#[N:16])=[C:13]([NH:19][NH2:20])[N:12]=[CH:11][CH:10]=1)[C:2]1[CH:7]=[CH:6][CH:5]=[CH:4][CH:3]=1. The yield is 0.950. (4) The reactants are Cl.[CH3:2][O:3][C:4](=[O:23])[C@H:5]([CH2:7][C:8]1[CH:13]=[CH:12][C:11]([C:14]2[C:15](=[O:22])[N:16]([CH3:21])[CH:17]=[C:18]([Br:20])[CH:19]=2)=[CH:10][CH:9]=1)[NH2:6].[Br:24][C:25]1[CH:33]=[CH:32][C:31]([O:34][CH3:35])=[CH:30][C:26]=1[C:27](O)=[O:28].CCN(C(C)C)C(C)C.CN(C(ON1N=NC2C=CC=CC1=2)=[N+](C)C)C.F[P-](F)(F)(F)(F)F. The catalyst is CN(C=O)C. The product is [CH3:2][O:3][C:4](=[O:23])[C@H:5]([CH2:7][C:8]1[CH:9]=[CH:10][C:11]([C:14]2[C:15](=[O:22])[N:16]([CH3:21])[CH:17]=[C:18]([Br:20])[CH:19]=2)=[CH:12][CH:13]=1)[NH:6][C:27]([C:26]1[CH:30]=[C:31]([O:34][CH3:35])[CH:32]=[CH:33][C:25]=1[Br:24])=[O:28]. The yield is 0.760. (5) The reactants are [Cl:1][C:2]1[CH:10]=[C:9]2[C:5]([C:6]([CH:11]=[O:12])=[CH:7][NH:8]2)=[CH:4][C:3]=1[C:13]1[CH:18]=[CH:17][C:16]([CH2:19][C:20]([N:22]2[CH2:27][CH2:26][O:25][CH2:24][CH2:23]2)=[O:21])=[CH:15][CH:14]=1.CC(=CC)C.Cl([O-])=[O:34].[Na+].O.O.OP([O-])(O)=O.[Na+]. The catalyst is C(#N)C.C(O)(C)(C)C.O. The product is [Cl:1][C:2]1[CH:10]=[C:9]2[C:5]([C:6]([C:11]([OH:34])=[O:12])=[CH:7][NH:8]2)=[CH:4][C:3]=1[C:13]1[CH:14]=[CH:15][C:16]([CH2:19][C:20]([N:22]2[CH2:23][CH2:24][O:25][CH2:26][CH2:27]2)=[O:21])=[CH:17][CH:18]=1. The yield is 0.280.